This data is from Full USPTO retrosynthesis dataset with 1.9M reactions from patents (1976-2016). The task is: Predict the reactants needed to synthesize the given product. (1) Given the product [CH2:15]([N:22]1[CH2:23][CH2:24][C:3]2[N:2]=[CH:7][C:6]([N+:8]([O-:10])=[O:9])=[CH:5][C:4]=2[CH2:27]1)[C:16]1[CH:21]=[CH:20][CH:19]=[CH:18][CH:17]=1, predict the reactants needed to synthesize it. The reactants are: C[N:2]1[CH:7]=[C:6]([N+:8]([O-:10])=[O:9])[CH:5]=[C:4]([N+]([O-])=O)[C:3]1=O.[CH2:15]([N:22]1[CH2:27]CC(=O)[CH2:24][CH2:23]1)[C:16]1[CH:21]=[CH:20][CH:19]=[CH:18][CH:17]=1.N. (2) Given the product [CH:11]1[C:12]2[C:7](=[CH:6][C:5]3[C:14]([C:13]=2[C:15]([N:17]2[CH2:18][CH2:19][CH:20]([N:23]4[CH2:34][CH2:33][CH2:32][C:25]5([N:29]=[C:28]([CH3:30])[N:27]([CH2:38][CH2:39][O:40][Si:41]([C:44]([CH3:47])([CH3:46])[CH3:45])([CH3:43])[CH3:42])[C:26]5=[O:31])[CH2:24]4)[CH2:21][CH2:22]2)=[O:16])=[CH:1][CH:2]=[CH:3][CH:4]=3)[CH:8]=[CH:9][CH:10]=1, predict the reactants needed to synthesize it. The reactants are: [CH:1]1[C:14]2[C:5](=[CH:6][C:7]3[C:12]([C:13]=2[C:15]([N:17]2[CH2:22][CH2:21][CH:20]([N:23]4[CH2:34][CH2:33][CH2:32][C:25]5([N:29]=[C:28]([CH3:30])[NH:27][C:26]5=[O:31])[CH2:24]4)[CH2:19][CH2:18]2)=[O:16])=[CH:11][CH:10]=[CH:9][CH:8]=3)[CH:4]=[CH:3][CH:2]=1.[H-].[Na+].Br[CH2:38][CH2:39][O:40][Si:41]([C:44]([CH3:47])([CH3:46])[CH3:45])([CH3:43])[CH3:42]. (3) Given the product [F:1][C:2]1[CH:7]=[CH:6][CH:5]=[C:4]([I:8])[C:3]=1[CH2:9][C:10]([OH:12])=[O:11], predict the reactants needed to synthesize it. The reactants are: [F:1][C:2]1[CH:7]=[CH:6][CH:5]=[C:4]([I:8])[C:3]=1[CH2:9][C:10]([O:12]CC)=[O:11].[OH-].[Na+].Cl. (4) Given the product [CH:20]([C:22]1[C:10]2[C:14](=[CH:15][C:7]([C:5]#[N:6])=[CH:8][CH:9]=2)[NH:13][N:1]=1)=[O:21], predict the reactants needed to synthesize it. The reactants are: [N:1]([O-])=O.[Na+].[C:5]([C:7]1[CH:15]=[C:14]2[C:10](C=C[NH:13]2)=[CH:9][CH:8]=1)#[N:6].Cl.CCO[C:20]([CH3:22])=[O:21]. (5) Given the product [NH:23]1[CH2:24][CH2:25][CH2:26][C@@H:21]([NH:20][C:2]2[CH:3]=[C:4]3[C:8](=[CH:9][CH:10]=2)[NH:7][N:6]=[CH:5]3)[CH2:22]1, predict the reactants needed to synthesize it. The reactants are: Br[C:2]1[CH:3]=[C:4]2[C:8](=[CH:9][CH:10]=1)[N:7](CC1C=CC(OC)=CC=1)[N:6]=[CH:5]2.[NH2:20][C@@H:21]1[CH2:26][CH2:25][CH2:24][N:23](C(OC(C)(C)C)=O)[CH2:22]1.